From a dataset of Forward reaction prediction with 1.9M reactions from USPTO patents (1976-2016). Predict the product of the given reaction. Given the reactants [N:1]1([CH2:8][CH2:9][N:10]2[CH2:15][CH2:14][CH:13]([NH:16][C:17]([C:19]3[NH:20][C:21]4[C:26]([CH:27]=3)=[C:25](C3C=CC=CC=3)[CH:24]=[CH:23][CH:22]=4)=[O:18])[CH2:12][CH2:11]2)[CH2:7][CH2:6][CH2:5][CH2:4][CH2:3][CH2:2]1.[CH3:34][O:35][C:36]1[N:41]=[CH:40][C:39](B(O)O)=[CH:38][CH:37]=1, predict the reaction product. The product is: [N:1]1([CH2:8][CH2:9][N:10]2[CH2:11][CH2:12][CH:13]([NH:16][C:17]([C:19]3[NH:20][C:21]4[C:26]([CH:27]=3)=[C:25]([C:39]3[CH:40]=[N:41][C:36]([O:35][CH3:34])=[CH:37][CH:38]=3)[CH:24]=[CH:23][CH:22]=4)=[O:18])[CH2:14][CH2:15]2)[CH2:2][CH2:3][CH2:4][CH2:5][CH2:6][CH2:7]1.